Task: Predict the product of the given reaction.. Dataset: Forward reaction prediction with 1.9M reactions from USPTO patents (1976-2016) (1) Given the reactants [CH2:1]([O:8][C:9]([N:11]1[CH2:16][CH2:15][CH2:14][CH:13]([N:17]2[C:21]([C:22]3[CH:27]=[CH:26][CH:25]=[CH:24][CH:23]=3)=[C:20]([C:28]([O:30]C)=[O:29])[N:19]=[CH:18]2)[CH2:12]1)=[O:10])[C:2]1[CH:7]=[CH:6][CH:5]=[CH:4][CH:3]=1.[OH-].[Na+], predict the reaction product. The product is: [CH2:1]([O:8][C:9]([N:11]1[CH2:16][CH2:15][CH2:14][CH:13]([N:17]2[C:21]([C:22]3[CH:27]=[CH:26][CH:25]=[CH:24][CH:23]=3)=[C:20]([C:28]([OH:30])=[O:29])[N:19]=[CH:18]2)[CH2:12]1)=[O:10])[C:2]1[CH:3]=[CH:4][CH:5]=[CH:6][CH:7]=1. (2) Given the reactants C1C=C[NH+]=CC=1.[O-][Cr](Cl)(=O)=O.[C:12]([N:16]1[C:20]([CH2:21][CH:22]([CH3:24])[CH3:23])=[CH:19][C:18]([CH2:25][OH:26])=[N:17]1)([CH3:15])([CH3:14])[CH3:13].CCCCCC.CCOC(C)=O, predict the reaction product. The product is: [C:12]([N:16]1[C:20]([CH2:21][CH:22]([CH3:23])[CH3:24])=[CH:19][C:18]([CH:25]=[O:26])=[N:17]1)([CH3:14])([CH3:15])[CH3:13]. (3) Given the reactants [CH2:1]([S:8][C:9]1[N:14]2[N:15]=[CH:16][C:17]([CH:18]=O)=[C:13]2[N:12]=[C:11]([NH:20][C:21]2[CH:26]=[CH:25][CH:24]=[C:23]([Cl:27])[CH:22]=2)[CH:10]=1)[C:2]1[CH:7]=[CH:6][CH:5]=[CH:4][CH:3]=1.C(O)C.[NH:31]1[CH2:37][C:35](=[O:36])[NH:34][C:32]1=[O:33].N1CCCCC1, predict the reaction product. The product is: [CH2:1]([S:8][C:9]1[N:14]2[N:15]=[CH:16][C:17]([CH:18]=[C:37]3[NH:31][C:32](=[O:33])[NH:34][C:35]3=[O:36])=[C:13]2[N:12]=[C:11]([NH:20][C:21]2[CH:26]=[CH:25][CH:24]=[C:23]([Cl:27])[CH:22]=2)[CH:10]=1)[C:2]1[CH:7]=[CH:6][CH:5]=[CH:4][CH:3]=1. (4) Given the reactants [Cl:1][C:2]1[CH:11]=[C:10]2[C:5]([C:6]([N:12]3[CH2:17][CH2:16][NH:15][CH2:14][CH2:13]3)=[CH:7][CH:8]=[N:9]2)=[CH:4][CH:3]=1.[CH3:18][O:19][C:20]1[CH:25]=[CH:24][C:23]([N:26]=[C:27]=[O:28])=[CH:22][CH:21]=1, predict the reaction product. The product is: [Cl:1][C:2]1[CH:11]=[C:10]2[C:5]([C:6]([N:12]3[CH2:17][CH2:16][N:15]([C:27]([NH:26][C:23]4[CH:24]=[CH:25][C:20]([O:19][CH3:18])=[CH:21][CH:22]=4)=[O:28])[CH2:14][CH2:13]3)=[CH:7][CH:8]=[N:9]2)=[CH:4][CH:3]=1.